The task is: Predict the reaction yield, written as a fraction of the theoretical maximum amount of product (1.0 means a 100% yield; for example, 0.34 means a 34% yield).. This data is from Reaction yield outcomes from USPTO patents with 853,638 reactions. (1) The yield is 0.270. The catalyst is C(Cl)(Cl)(Cl)Cl.C(OOC(=O)C1C=CC=CC=1)(=O)C1C=CC=CC=1. The reactants are [CH3:1][O:2][C:3]([C:5]1[S:6][CH:7]=[CH:8][C:9]=1[CH3:10])=[O:4].C1C(=O)N([Br:18])C(=O)C1.O. The product is [CH3:1][O:2][C:3]([C:5]1[S:6][CH:7]=[CH:8][C:9]=1[CH2:10][Br:18])=[O:4]. (2) The reactants are [Cl:1][C:2]1[CH:7]=[CH:6][C:5]([C:8]2([C:12]([N:14]3[CH2:19][CH2:18][CH2:17][CH:16]([CH2:20]OS(C)(=O)=O)[CH2:15]3)=[O:13])[CH2:11][CH2:10][CH2:9]2)=[CH:4][CH:3]=1.[OH:26][C:27]1[CH:32]=[CH:31][CH:30]=[CH:29][C:28]=1[N:33]1[CH2:38][CH2:37][NH:36][CH2:35][CH2:34]1.C(=O)([O-])[O-].[Cs+].[Cs+]. No catalyst specified. The product is [Cl:1][C:2]1[CH:3]=[CH:4][C:5]([C:8]2([C:12]([N:14]3[CH2:19][CH2:18][CH2:17][CH:16]([CH2:20][N:36]4[CH2:35][CH2:34][N:33]([C:28]5[CH:29]=[CH:30][CH:31]=[CH:32][C:27]=5[OH:26])[CH2:38][CH2:37]4)[CH2:15]3)=[O:13])[CH2:11][CH2:10][CH2:9]2)=[CH:6][CH:7]=1. The yield is 0.320. (3) The reactants are C1(P(C2C=CC=CC=2)C2C=CC=CC=2)C=CC=CC=1.BrN1C(=O)CCC1=O.[CH:28]1([CH2:33][CH:34]([C:38]2[CH:43]=[CH:42][C:41]([Cl:44])=[C:40]([Cl:45])[CH:39]=2)[C:35]([OH:37])=O)[CH2:32][CH2:31][CH2:30][CH2:29]1.[NH2:46][C:47]1[O:48][C:49]2[CH:55]=[CH:54][CH:53]=[CH:52][C:50]=2[N:51]=1.N1C=CC=CC=1. The catalyst is C(Cl)Cl.O. The product is [O:48]1[C:49]2[CH:55]=[CH:54][CH:53]=[CH:52][C:50]=2[N:51]=[C:47]1[NH:46][C:35](=[O:37])[CH:34]([C:38]1[CH:43]=[CH:42][C:41]([Cl:44])=[C:40]([Cl:45])[CH:39]=1)[CH2:33][CH:28]1[CH2:29][CH2:30][CH2:31][CH2:32]1. The yield is 0.760. (4) The reactants are C[O:2][C:3]1[CH:8]=[C:7]([C:9]([F:12])([F:11])[F:10])[CH:6]=[C:5]([N+:13]([O-:15])=[O:14])[CH:4]=1.B(Br)(Br)Br. The catalyst is C(Cl)Cl. The product is [N+:13]([C:5]1[CH:4]=[C:3]([OH:2])[CH:8]=[C:7]([C:9]([F:10])([F:11])[F:12])[CH:6]=1)([O-:15])=[O:14]. The yield is 0.370. (5) The reactants are [NH2:1][C:2]([C@@H:4]1[CH2:8][CH2:7][C@H:6]([C:9]2[CH:14]=[CH:13][C:12]([O:15]CC3C=CC=CC=3)=[CH:11][CH:10]=2)[N:5]1[C:23]([O:25][C:26]([CH3:29])([CH3:28])[CH3:27])=[O:24])=[O:3]. The yield is 0.940. The catalyst is CO.[Pd]. The product is [NH2:1][C:2]([C@@H:4]1[CH2:8][CH2:7][C@H:6]([C:9]2[CH:14]=[CH:13][C:12]([OH:15])=[CH:11][CH:10]=2)[N:5]1[C:23]([O:25][C:26]([CH3:29])([CH3:28])[CH3:27])=[O:24])=[O:3]. (6) The reactants are [CH:1]1([C:4]2[C:5]([N:24]([C:29]3[CH:34]=[CH:33][C:32]([B:35]4[O:39]C(C)(C)C(C)(C)[O:36]4)=[C:31]([F:44])[CH:30]=3)[S:25]([CH3:28])(=[O:27])=[O:26])=[CH:6][C:7]3[O:11][C:10]([C:12]4[CH:17]=[CH:16][C:15]([F:18])=[CH:14][CH:13]=4)=[C:9]([C:19]([NH:21][CH3:22])=[O:20])[C:8]=3[CH:23]=2)[CH2:3][CH2:2]1.Cl.C1(B(O)O)C=CC=CC=1. The catalyst is C1COCC1. The product is [CH:1]1([C:4]2[C:5]([N:24]([C:29]3[CH:34]=[CH:33][C:32]([B:35]([OH:36])[OH:39])=[C:31]([F:44])[CH:30]=3)[S:25]([CH3:28])(=[O:26])=[O:27])=[CH:6][C:7]3[O:11][C:10]([C:12]4[CH:17]=[CH:16][C:15]([F:18])=[CH:14][CH:13]=4)=[C:9]([C:19](=[O:20])[NH:21][CH3:22])[C:8]=3[CH:23]=2)[CH2:3][CH2:2]1. The yield is 0.420.